Task: Predict the product of the given reaction.. Dataset: Forward reaction prediction with 1.9M reactions from USPTO patents (1976-2016) The product is: [F:3][C:4]([F:39])([O:28][C:29]1[CH:38]=[CH:37][C:32]([C:33]([OH:35])=[O:34])=[CH:31][CH:30]=1)[CH:5]([F:27])[O:6][C:7]([F:26])([F:25])[C:8]([F:24])([O:13][C:14]([F:22])([F:23])[C:15]([F:21])([F:20])[C:16]([F:18])([F:17])[F:19])[C:9]([F:12])([F:11])[F:10]. Given the reactants [OH-].[K+].[F:3][C:4]([F:39])([O:28][C:29]1[CH:38]=[CH:37][C:32]([C:33]([O:35]C)=[O:34])=[CH:31][CH:30]=1)[CH:5]([F:27])[O:6][C:7]([F:26])([F:25])[C:8]([F:24])([O:13][C:14]([F:23])([F:22])[C:15]([F:21])([F:20])[C:16]([F:19])([F:18])[F:17])[C:9]([F:12])([F:11])[F:10].Cl, predict the reaction product.